Dataset: Reaction yield outcomes from USPTO patents with 853,638 reactions. Task: Predict the reaction yield, written as a fraction of the theoretical maximum amount of product (1.0 means a 100% yield; for example, 0.34 means a 34% yield). (1) The product is [CH2:3]1[C:12]2[C:7](=[CH:8][CH:9]=[N:10][CH:11]=2)[CH2:6][CH2:5][N:4]1[C:13]1[CH:19]=[CH:18][C:16]([NH:17][C:27]([NH:26][C:23]2[CH:24]=[CH:25][C:20]([CH3:29])=[CH:21][CH:22]=2)=[O:28])=[CH:15][CH:14]=1. The reactants are Cl.Cl.[CH2:3]1[C:12]2[C:7](=[CH:8][CH:9]=[N:10][CH:11]=2)[CH2:6][CH2:5][N:4]1[C:13]1[CH:19]=[CH:18][C:16]([NH2:17])=[CH:15][CH:14]=1.[C:20]1([CH3:29])[CH:25]=[CH:24][C:23]([N:26]=[C:27]=[O:28])=[CH:22][CH:21]=1. No catalyst specified. The yield is 0.710. (2) The reactants are [CH3:1][N:2]1[C:6]([C:7]2[C:12]([F:13])=[CH:11][N:10]=[C:9]([NH2:14])[N:8]=2)=[CH:5][N:4]=[C:3]1[CH3:15].[CH3:16][S:17]([C:20]1[CH:25]=[CH:24][C:23](Br)=[CH:22][CH:21]=1)(=[O:19])=[O:18]. No catalyst specified. The product is [CH3:1][N:2]1[C:6]([C:7]2[C:12]([F:13])=[CH:11][N:10]=[C:9]([NH:14][C:23]3[CH:24]=[CH:25][C:20]([S:17]([CH3:16])(=[O:19])=[O:18])=[CH:21][CH:22]=3)[N:8]=2)=[CH:5][N:4]=[C:3]1[CH3:15]. The yield is 0.300. (3) The reactants are Br[C:2]1[C:10]2[C:9](=[O:11])[N:8]([CH2:12][CH2:13][C:14]3[CH:19]=[CH:18][CH:17]=[CH:16][N:15]=3)[N:7]=[CH:6][C:5]=2[S:4][CH:3]=1.[N:20]1[CH:25]=[CH:24][C:23](B(O)O)=[CH:22][CH:21]=1. No catalyst specified. The product is [N:20]1[CH:25]=[CH:24][C:23]([C:2]2[C:10]3[C:9](=[O:11])[N:8]([CH2:12][CH2:13][C:14]4[CH:19]=[CH:18][CH:17]=[CH:16][N:15]=4)[N:7]=[CH:6][C:5]=3[S:4][CH:3]=2)=[CH:22][CH:21]=1. The yield is 0.331.